From a dataset of NCI-60 drug combinations with 297,098 pairs across 59 cell lines. Regression. Given two drug SMILES strings and cell line genomic features, predict the synergy score measuring deviation from expected non-interaction effect. Drug 1: CC1=CC=C(C=C1)C2=CC(=NN2C3=CC=C(C=C3)S(=O)(=O)N)C(F)(F)F. Drug 2: C1CC(C1)(C(=O)O)C(=O)O.[NH2-].[NH2-].[Pt+2]. Cell line: HCT-15. Synergy scores: CSS=6.89, Synergy_ZIP=-0.933, Synergy_Bliss=-2.47, Synergy_Loewe=-2.99, Synergy_HSA=-2.90.